This data is from Peptide-MHC class I binding affinity with 185,985 pairs from IEDB/IMGT. The task is: Regression. Given a peptide amino acid sequence and an MHC pseudo amino acid sequence, predict their binding affinity value. This is MHC class I binding data. (1) The peptide sequence is TAQMALQLF. The MHC is Mamu-A01 with pseudo-sequence Mamu-A01. The binding affinity (normalized) is 0.405. (2) The peptide sequence is WTTYMDTFFR. The MHC is HLA-B07:02 with pseudo-sequence HLA-B07:02. The binding affinity (normalized) is 0.0373.